This data is from Full USPTO retrosynthesis dataset with 1.9M reactions from patents (1976-2016). The task is: Predict the reactants needed to synthesize the given product. (1) Given the product [CH3:1][O:2][C:3]1[CH:4]=[C:5]([CH:21]=[CH:22][C:23]=1[O:24][CH3:25])[CH2:6][CH:7]1[C:16]2[C:11](=[CH:12][C:13]([O:19][CH3:20])=[C:14]([O:17][CH3:18])[CH:15]=2)[CH2:10][CH2:9][N:8]1[CH2:27][C:28]([NH:31][CH:32]1[C:40]2[C:35](=[CH:36][C:37]([F:41])=[CH:38][CH:39]=2)[CH2:34][CH2:33]1)=[O:29], predict the reactants needed to synthesize it. The reactants are: [CH3:1][O:2][C:3]1[CH:4]=[C:5]([CH:21]=[CH:22][C:23]=1[O:24][CH3:25])[CH2:6][CH:7]1[C:16]2[C:11](=[CH:12][C:13]([O:19][CH3:20])=[C:14]([O:17][CH3:18])[CH:15]=2)[CH2:10][CH2:9][NH:8]1.Br[CH2:27][C:28](Br)=[O:29].[NH2:31][CH:32]1[C:40]2[C:35](=[CH:36][C:37]([F:41])=[CH:38][CH:39]=2)[CH2:34][CH2:33]1. (2) Given the product [Cl:1][C:2]1[CH:7]=[C:6]2[C:5](=[CH:4][C:3]=1[NH2:16])[NH:13][CH:9]=[CH:8]2, predict the reactants needed to synthesize it. The reactants are: [Cl:1][C:2]1[C:3]([N+:16]([O-])=O)=[CH:4][C:5]([N+:13]([O-])=O)=[C:6](/[CH:8]=[CH:9]/N(C)C)[CH:7]=1. (3) Given the product [CH2:1]([O:4][CH2:5][CH2:6][CH:7]([C:8]1[CH:13]=[CH:12][CH:11]=[C:10]([O:14][CH3:15])[CH:9]=1)[NH2:16])[CH:2]=[CH2:3], predict the reactants needed to synthesize it. The reactants are: [CH2:1]([O:4][CH2:5][CH2:6][CH:7]([NH:16]C(=O)C(F)(F)F)[C:8]1[CH:13]=[CH:12][CH:11]=[C:10]([O:14][CH3:15])[CH:9]=1)[CH:2]=[CH2:3].C(=O)([O-])[O-].[K+].[K+].CO. (4) Given the product [OH:3][C:4]1[CH:5]=[C:6]2[C:11](=[CH:12][CH:13]=1)[C:10]([O:14][C:15]1[CH:16]=[CH:17][C:18]([O:21][CH2:22][CH2:23][N:24]3[CH2:29][CH2:28][CH2:27][CH2:26][CH2:25]3)=[CH:19][CH:20]=1)=[C:9]([C:30]1[CH:31]=[C:32]3[C:36](=[CH:37][CH:38]=1)[C:35](=[O:39])[O:34][CH2:33]3)[CH:8]=[CH:7]2, predict the reactants needed to synthesize it. The reactants are: Cl.C[O:3][C:4]1[CH:5]=[C:6]2[C:11](=[CH:12][CH:13]=1)[C:10]([O:14][C:15]1[CH:20]=[CH:19][C:18]([O:21][CH2:22][CH2:23][N:24]3[CH2:29][CH2:28][CH2:27][CH2:26][CH2:25]3)=[CH:17][CH:16]=1)=[C:9]([C:30]1[CH:31]=[C:32]3[C:36](=[CH:37][CH:38]=1)[C:35](=[O:39])[O:34][CH2:33]3)[CH:8]=[CH:7]2.B(Br)(Br)Br.C(=O)(O)[O-].[Na+].